The task is: Predict the product of the given reaction.. This data is from Forward reaction prediction with 1.9M reactions from USPTO patents (1976-2016). (1) Given the reactants [H-].[Na+].[CH3:3][C:4]1([CH3:10])[CH2:8][CH2:7][CH2:6][C:5]1=[O:9].Cl.[C:12](=O)([O:15]C)[O:13][CH3:14], predict the reaction product. The product is: [CH3:3][C:4]1([CH3:10])[CH2:8][CH2:7][CH:6]([C:12]([O:13][CH3:14])=[O:15])[C:5]1=[O:9]. (2) Given the reactants [NH:1]1[CH2:6][CH2:5][CH:4]([NH:7][C:8]2[O:9][C:10]3[C:11]([CH2:17][OH:18])=[N:12][CH:13]=[CH:14][C:15]=3[N:16]=2)[CH2:3][CH2:2]1.[CH2:19]([O:21][C:22]1[CH:23]=[C:24]([CH:27]=[C:28]([O:35][CH2:36][CH3:37])[C:29]=1[N:30]1[CH:34]=CN=[N:31]1)[CH:25]=O)[CH3:20].[C:38]([BH3-])#[N:39].[Na+].C(N(C(C)C)C(C)C)C, predict the reaction product. The product is: [CH2:36]([O:35][C:28]1[CH:27]=[C:24]([CH:23]=[C:22]([O:21][CH2:19][CH3:20])[C:29]=1[N:30]1[CH:34]=[N:39][CH:38]=[N:31]1)[CH2:25][N:1]1[CH2:2][CH2:3][CH:4]([NH:7][C:8]2[O:9][C:10]3[C:11]([CH2:17][OH:18])=[N:12][CH:13]=[CH:14][C:15]=3[N:16]=2)[CH2:5][CH2:6]1)[CH3:37]. (3) Given the reactants [CH3:1][NH2:2].C([N:6]1[CH2:15][CH2:14][C:13]2[C:8](=[CH:9][C:10]([S:16]([Cl:19])(=[O:18])=[O:17])=[CH:11][CH:12]=2)[CH2:7]1)(=O)C, predict the reaction product. The product is: [ClH:19].[CH3:1][NH:2][S:16]([C:10]1[CH:9]=[C:8]2[C:13]([CH2:14][CH2:15][NH:6][CH2:7]2)=[CH:12][CH:11]=1)(=[O:18])=[O:17]. (4) Given the reactants [OH:1][CH2:2][C@H:3]1[NH:7][C:6](=[O:8])[CH2:5][CH2:4]1.C(N(CC)CC)C.[CH3:16][S:17](Cl)(=[O:19])=[O:18], predict the reaction product. The product is: [CH3:16][S:17]([O:1][CH2:2][C@@H:3]1[CH2:4][CH2:5][C:6](=[O:8])[NH:7]1)(=[O:19])=[O:18]. (5) Given the reactants CC(C)([O-])C.[Na+].[CH3:7][O:8][CH2:9][O:10][C@H:11]([CH3:14])[CH2:12][OH:13].[CH2:15]([N:19]1[C:23]2[CH:24]=[N:25][CH:26]=[CH:27][C:22]=2[S:21]/[C:20]/1=[N:28]\[C:29](=[O:41])[C:30]1[CH:35]=[C:34]([C:36]([F:39])([F:38])[F:37])[CH:33]=[CH:32][C:31]=1F)[CH2:16][CH2:17][CH3:18].OP(O)(O)=O, predict the reaction product. The product is: [CH2:15]([N:19]1[C:23]2[CH:24]=[N:25][CH:26]=[CH:27][C:22]=2[S:21]/[C:20]/1=[N:28]\[C:29](=[O:41])[C:30]1[CH:35]=[C:34]([C:36]([F:39])([F:38])[F:37])[CH:33]=[CH:32][C:31]=1[O:13][CH2:12][C@H:11]([O:10][CH2:9][O:8][CH3:7])[CH3:14])[CH2:16][CH2:17][CH3:18]. (6) Given the reactants [Cl:1][C:2]1[CH:7]=[CH:6][C:5]([CH:8]2[CH2:12][N:11]([C:13]([O:15][C:16]([CH3:19])([CH3:18])[CH3:17])=[O:14])[CH:10](OC)[CH2:9]2)=[CH:4][C:3]=1[CH3:22].[BH4-].[Na+].C([O-])(O)=O.[Na+], predict the reaction product. The product is: [C:16]([O:15][C:13]([N:11]1[CH2:10][CH2:9][CH:8]([C:5]2[CH:6]=[CH:7][C:2]([Cl:1])=[C:3]([CH3:22])[CH:4]=2)[CH2:12]1)=[O:14])([CH3:19])([CH3:18])[CH3:17]. (7) Given the reactants [C:1]1([CH:7]([C:31]2[CH:36]=[CH:35][CH:34]=[CH:33][CH:32]=2)[N:8]2[C:16]3[C:11](=[CH:12][CH:13]=[CH:14][CH:15]=3)[C@:10]([C:19]3[C:28]([OH:29])=[CH:27][C:22]4[O:23][CH2:24][CH2:25][O:26][C:21]=4[CH:20]=3)([CH2:17]O)[C:9]2=[O:30])[CH:6]=[CH:5][CH:4]=[CH:3][CH:2]=1.C1(P(C2C=CC=CC=2)C2C=CC=CN=2)C=CC=CC=1.CC(OC(/N=N/C(OC(C)C)=O)=O)C, predict the reaction product. The product is: [C:1]1([CH:7]([C:31]2[CH:36]=[CH:35][CH:34]=[CH:33][CH:32]=2)[N:8]2[C:16]3[C:11](=[CH:12][CH:13]=[CH:14][CH:15]=3)[C@@:10]3([C:19]4[C:28](=[CH:27][C:22]5[O:23][CH2:24][CH2:25][O:26][C:21]=5[CH:20]=4)[O:29][CH2:17]3)[C:9]2=[O:30])[CH:2]=[CH:3][CH:4]=[CH:5][CH:6]=1. (8) The product is: [CH3:1][CH2:2][C@@H:3]([C:6]([O:8][C@@H:9]1[C@@H:14]2[C@@H:15]([CH2:20][CH2:21][C@H:22]3[O:28][C:26](=[O:27])[CH2:25][C@H:24]([OH:29])[CH2:23]3)[C@@H:16]([CH3:19])[CH:17]=[CH:18][C:13]2=[CH:12][C@H:11]([CH3:30])[CH2:10]1)=[O:7])[CH3:4]. Given the reactants [CH3:1][CH2:2][C:3]([C:6]([O:8][C@@H:9]1[C@@H:14]2[C@@H:15]([CH2:20][CH2:21][C@H:22]3[O:28][C:26](=[O:27])[CH2:25][C@H:24]([OH:29])[CH2:23]3)[C@@H:16]([CH3:19])[CH:17]=[CH:18][C:13]2=[CH:12][C@H:11]([CH3:30])[CH2:10]1)=[O:7])(C)[CH3:4].CC[C@@H](C(O[C@@H]1[C@@H]2[C@@H](CC[C@@H](O)C[C@@H](O)CC(O)=O)[C@@H](C)C=CC2=C[C@@H](O)C1)=O)C.CC(N1C(/C=C/[C@@H](O)C[C@@H](O)CC([O-])=O)=C(C2C=CC(F)=CC=2)C2C=CC=CC1=2)C.[Na+], predict the reaction product. (9) Given the reactants [OH:1][C:2]1[C:19]([NH:20][S:21]([CH3:24])(=[O:23])=[O:22])=[CH:18][C:5]2[CH2:6][CH2:7][N:8]([C:11]([O:13][C:14]([CH3:17])([CH3:16])[CH3:15])=[O:12])[CH2:9][CH2:10][C:4]=2[CH:3]=1.Br[CH2:26][CH2:27]Br.C(=O)([O-])[O-].[K+].[K+], predict the reaction product. The product is: [CH3:24][S:21]([N:20]1[C:19]2=[CH:18][C:5]3[CH2:6][CH2:7][N:8]([C:11]([O:13][C:14]([CH3:17])([CH3:16])[CH3:15])=[O:12])[CH2:9][CH2:10][C:4]=3[CH:3]=[C:2]2[O:1][CH2:27][CH2:26]1)(=[O:23])=[O:22].